The task is: Regression. Given two drug SMILES strings and cell line genomic features, predict the synergy score measuring deviation from expected non-interaction effect.. This data is from NCI-60 drug combinations with 297,098 pairs across 59 cell lines. (1) Drug 1: CC1=CC2C(CCC3(C2CCC3(C(=O)C)OC(=O)C)C)C4(C1=CC(=O)CC4)C. Synergy scores: CSS=-7.46, Synergy_ZIP=-0.122, Synergy_Bliss=-7.71, Synergy_Loewe=-9.34, Synergy_HSA=-8.97. Drug 2: CC1=C(C=C(C=C1)C(=O)NC2=CC(=CC(=C2)C(F)(F)F)N3C=C(N=C3)C)NC4=NC=CC(=N4)C5=CN=CC=C5. Cell line: ACHN. (2) Drug 1: C1CN(P(=O)(OC1)NCCCl)CCCl. Synergy scores: CSS=-3.74, Synergy_ZIP=0.384, Synergy_Bliss=-3.79, Synergy_Loewe=-3.71, Synergy_HSA=-5.31. Cell line: SF-268. Drug 2: C1C(C(OC1N2C=NC(=NC2=O)N)CO)O. (3) Drug 1: CC(C)(C#N)C1=CC(=CC(=C1)CN2C=NC=N2)C(C)(C)C#N. Drug 2: C(CC(=O)O)C(=O)CN.Cl. Cell line: NCI-H322M. Synergy scores: CSS=16.3, Synergy_ZIP=-2.39, Synergy_Bliss=6.38, Synergy_Loewe=0.373, Synergy_HSA=1.16.